From a dataset of Full USPTO retrosynthesis dataset with 1.9M reactions from patents (1976-2016). Predict the reactants needed to synthesize the given product. (1) Given the product [F:14][CH:2]([F:1])[N:3]1[C:8](=[O:9])[CH:7]=[CH:6][C:5]([C:10]([OH:12])=[O:11])=[CH:4]1, predict the reactants needed to synthesize it. The reactants are: [F:1][CH:2]([F:14])[N:3]1[C:8](=[O:9])[CH:7]=[CH:6][C:5]([C:10]([O:12]C)=[O:11])=[CH:4]1.O.[OH-].[Li+]. (2) Given the product [CH2:13]([O:16][C:17](=[O:23])[C:18](=[O:19])[CH2:1][C:2]1[CH:9]=[CH:8][C:5]([C:6]#[N:7])=[CH:4][C:3]=1[N+:10]([O-:12])=[O:11])[CH3:14], predict the reactants needed to synthesize it. The reactants are: [CH3:1][C:2]1[CH:9]=[CH:8][C:5]([C:6]#[N:7])=[CH:4][C:3]=1[N+:10]([O-:12])=[O:11].[CH2:13]([O:16][C:17](=[O:23])[C:18](OCC)=[O:19])[CH2:14]C.CC[O-].[Na+].Cl.